Dataset: Catalyst prediction with 721,799 reactions and 888 catalyst types from USPTO. Task: Predict which catalyst facilitates the given reaction. (1) Reactant: Br[C:2]1[N:3]=[C:4]([NH:10][C:11]2[S:15][N:14]=[C:13]([CH3:16])[CH:12]=2)[C:5](=[O:9])[N:6]([CH3:8])[CH:7]=1.[C:17]([O:20][CH2:21][C:22]1[C:23]([N:37]2[CH2:48][CH2:47][N:46]3[C:39](=[CH:40][C:41]4[CH2:42][C:43]([CH3:50])([CH3:49])[CH2:44][C:45]=43)[C:38]2=[O:51])=[N:24][CH:25]=[CH:26][C:27]=1B1OC(C)(C)C(C)(C)O1)(=[O:19])[CH3:18].[O-]P([O-])([O-])=O.[K+].[K+].[K+].O.O.O.C([O-])(=O)C.[Na+]. Product: [C:17]([O:20][CH2:21][C:22]1[C:23]([N:37]2[CH2:48][CH2:47][N:46]3[C:39](=[CH:40][C:41]4[CH2:42][C:43]([CH3:50])([CH3:49])[CH2:44][C:45]=43)[C:38]2=[O:51])=[N:24][CH:25]=[CH:26][C:27]=1[C:2]1[N:3]=[C:4]([NH:10][C:11]2[S:15][N:14]=[C:13]([CH3:16])[CH:12]=2)[C:5](=[O:9])[N:6]([CH3:8])[CH:7]=1)(=[O:19])[CH3:18]. The catalyst class is: 379. (2) Reactant: [CH:1]#[C:2][CH2:3][NH:4][C@H:5]1[C:9]2[CH:10]=[CH:11][CH:12]=[CH:13][C:8]=2[CH2:7][CH2:6]1.[O:14]=[C:15]([OH:26])[C@@H:16]([C@H:18]([C@@H:20]([C@@H:22]([CH2:24][OH:25])[OH:23])[OH:21])[OH:19])[OH:17].CC(OC)(C)C. Product: [CH:1]#[C:2][CH2:3][NH:4][C@H:5]1[C:9]2[CH:10]=[CH:11][CH:12]=[CH:13][C:8]=2[CH2:7][CH2:6]1.[O:14]=[C:15]([O-:26])[C@@H:16]([C@H:18]([C@@H:20]([C@@H:22]([CH2:24][OH:25])[OH:23])[OH:21])[OH:19])[OH:17]. The catalyst class is: 41. (3) Reactant: [CH3:1][C:2]([CH3:4])=O.[CH:5]([OH:7])=O.C(O)=O.[CH:11](=O)[CH3:12].[CH2:14]([NH2:21])[C:15]1[CH:20]=[CH:19][CH:18]=[CH:17][CH:16]=1.Cl.[C:23](=O)(O)[O-].[Na+]. Product: [CH2:14]([N:21]1[C@@H:2]([CH3:4])[CH2:1][C:5](=[O:7])[CH2:23][C@@H:11]1[CH3:12])[C:15]1[CH:20]=[CH:19][CH:18]=[CH:17][CH:16]=1. The catalyst class is: 6. (4) Reactant: C[O:2][C:3]([C:7]1[CH:12]=[CH:11][N:10]=[C:9]([NH2:13])[N:8]=1)(OC)[CH3:4].Cl. Product: [NH2:13][C:9]1[N:8]=[C:7]([C:3](=[O:2])[CH3:4])[CH:12]=[CH:11][N:10]=1. The catalyst class is: 7. (5) Reactant: [CH3:1][O:2][CH:3]=[CH:4][C:5](=[O:7])[CH3:6].[CH2:8](O)[C:9](C)([CH3:11])[CH3:10].CC1C=CC(S(O)(=O)=O)=CC=1. Product: [CH3:8][C:9]([CH3:11])([CH3:10])[CH2:1][O:2]/[CH:3]=[CH:4]/[C:5](=[O:7])[CH3:6]. The catalyst class is: 11. (6) Reactant: [F:1][C:2]1[CH:3]=[CH:4][C:5]2[S:9][C:8]([CH3:10])=[N:7][C:6]=2[CH:11]=1.[N+:12]([O-])([O-:14])=[O:13].[K+]. Product: [F:1][C:2]1[C:3]([N+:12]([O-:14])=[O:13])=[CH:4][C:5]2[S:9][C:8]([CH3:10])=[N:7][C:6]=2[CH:11]=1. The catalyst class is: 82. (7) Reactant: [CH:1]([C@H:4]1[NH:9][CH2:8][CH2:7][N:6]2[C:10]3[CH:16]=[C:15]([S:17]([CH3:20])(=[O:19])=[O:18])[C:14]([C:21]([O:23][CH3:24])=[O:22])=[CH:13][C:11]=3[N:12]=[C:5]12)([CH3:3])[CH3:2].[Br:25][C:26]1[C:27]([C:33]([F:36])([F:35])[F:34])=NC(Cl)=N[CH:31]=1.CCN(C(C)C)[CH:40]([CH3:42])[CH3:41].CN(C=O)C. Product: [Br:25][C:26]1[CH:31]=[CH:42][C:40]([N:9]2[CH2:8][CH2:7][N:6]3[C:10]4[CH:16]=[C:15]([S:17]([CH3:20])(=[O:19])=[O:18])[C:14]([C:21]([O:23][CH3:24])=[O:22])=[CH:13][C:11]=4[N:12]=[C:5]3[C@H:4]2[CH:1]([CH3:3])[CH3:2])=[CH:41][C:27]=1[C:33]([F:36])([F:35])[F:34]. The catalyst class is: 238.